This data is from Reaction yield outcomes from USPTO patents with 853,638 reactions. The task is: Predict the reaction yield, written as a fraction of the theoretical maximum amount of product (1.0 means a 100% yield; for example, 0.34 means a 34% yield). (1) The reactants are C1[N:5]=[C:4]([NH2:6])[S:3]C=1.[CH2:7](N(CC)CC)[CH3:8].CN([P+](O[N:25]1[N:33]=[N:32][C:27]2[CH:28]=[CH:29][CH:30]=[CH:31][C:26]1=2)(N(C)C)N(C)C)C.F[P-](F)(F)(F)(F)F.[C:41]([OH:45])(=O)[CH2:42][CH3:43].[C:46]([O:49][CH2:50][CH3:51])(=O)C. The catalyst is CN(C=O)C. The product is [N:32]([CH2:27][CH2:28][C:29]1[S:3][C:4]([NH:6][C:41](=[O:45])[CH2:42][CH3:43])=[N:5][C:30]=1[C:31]1[CH:26]=[CH:51][C:50]([O:49][CH3:46])=[CH:8][CH:7]=1)=[N+:33]=[N-:25]. The yield is 0.700. (2) The reactants are C[C:2]1[CH:8]=[C:7](C)[CH:6]=[C:5](C)[C:3]=1[NH2:4].[Li]CCCC.[Br:16][CH2:17][CH2:18][CH2:19]Br. The catalyst is O1CCOCC1.CCCCCC.CC(C)=O.CCCCCC. The product is [Br:16][CH2:17][CH2:18][CH2:19][NH:4][C:3]1[CH:2]=[CH:8][CH:7]=[CH:6][CH:5]=1. The yield is 0.220. (3) The reactants are C([O:8][C:9](=[O:23])/[C:10](/[O:21][CH3:22])=[CH:11]/[C:12]1[CH:13]=[C:14]2[C:18](=[CH:19][CH:20]=1)[NH:17][CH:16]=[CH:15]2)C1C=CC=CC=1.[CH3:24][C:25]1[O:29][C:28]([C:30]2[CH:35]=[CH:34][CH:33]=[CH:32][CH:31]=2)=[N:27][C:26]=1[CH2:36][CH2:37]OS(C)(=O)=O. No catalyst specified. The product is [CH3:22][O:21]/[C:10](=[CH:11]\[C:12]1[CH:13]=[C:14]2[C:18](=[CH:19][CH:20]=1)[N:17]([CH2:37][CH2:36][C:26]1[N:27]=[C:28]([C:30]3[CH:35]=[CH:34][CH:33]=[CH:32][CH:31]=3)[O:29][C:25]=1[CH3:24])[CH:16]=[CH:15]2)/[C:9]([OH:8])=[O:23]. The yield is 0.0500. (4) The reactants are Cl[C:2]1[CH:3]=[CH:4][C:5]([N+:27]([O-:29])=[O:28])=[C:6]([CH:26]=1)[C:7]([NH:9][C:10]1[CH:15]=[N:14][C:13]([C:16]2[CH:21]=[CH:20][CH:19]=[C:18]([C:22]([F:25])([F:24])[F:23])[CH:17]=2)=[CH:12][N:11]=1)=[O:8].[NH:30]1[CH2:35][CH2:34][CH2:33][CH2:32][CH2:31]1.C(=O)([O-])[O-].[K+].[K+]. The catalyst is CN(C)C=O.C(OCC)(=O)C. The product is [N+:27]([C:5]1[CH:4]=[CH:3][C:2]([N:30]2[CH2:35][CH2:34][CH2:33][CH2:32][CH2:31]2)=[CH:26][C:6]=1[C:7]([NH:9][C:10]1[CH:15]=[N:14][C:13]([C:16]2[CH:21]=[CH:20][CH:19]=[C:18]([C:22]([F:25])([F:24])[F:23])[CH:17]=2)=[CH:12][N:11]=1)=[O:8])([O-:29])=[O:28]. The yield is 0.760. (5) The reactants are [ClH:1].Cl.[C:3]([C:6]1[CH:7]=[C:8](/[CH:12]=[CH:13]/[CH2:14][N:15]([C:19]2[CH:24]=[CH:23][C:22]([O:25][CH:26]3[CH2:31][CH2:30][NH:29][CH2:28][CH2:27]3)=[CH:21][CH:20]=2)[C:16](=[O:18])[CH3:17])[CH:9]=[CH:10][CH:11]=1)(=[NH:5])[NH2:4].Cl.[C:33](=[NH:38])(OCC)[CH3:34].C(N(CC)CC)C.Cl. The catalyst is CO.O1CCOCC1. The product is [ClH:1].[ClH:1].[C:33]([N:29]1[CH2:28][CH2:27][CH:26]([O:25][C:22]2[CH:21]=[CH:20][C:19]([N:15]([CH2:14]/[CH:13]=[CH:12]/[C:8]3[CH:9]=[CH:10][CH:11]=[C:6]([C:3](=[NH:4])[NH2:5])[CH:7]=3)[C:16](=[O:18])[CH3:17])=[CH:24][CH:23]=2)[CH2:31][CH2:30]1)(=[NH:38])[CH3:34]. The yield is 0.790. (6) The yield is 0.320. The product is [CH3:31][C@H:32]1[NH:33][C@H:34]([CH3:38])[CH2:35][N:36]([CH2:28][CH2:27][C:25]2[O:26][C:22]3[CH:21]=[C:20]([C:6]4[C:5]5[C:9](=[CH:10][C:2]([F:1])=[CH:3][CH:4]=5)[NH:8][CH:7]=4)[CH:30]=[CH:29][C:23]=3[N:24]=2)[CH2:37]1. The reactants are [F:1][C:2]1[CH:10]=[C:9]2[C:5]([C:6]([C:20]3[CH:30]=[CH:29][C:23]4[N:24]=[C:25]([CH:27]=[CH2:28])[O:26][C:22]=4[CH:21]=3)=[CH:7][N:8]2S(C2C=CC=CC=2)(=O)=O)=[CH:4][CH:3]=1.[CH3:31][C@@H:32]1[CH2:37][NH:36][CH2:35][C@@H:34]([CH3:38])[NH:33]1.[OH-].[Na+]. The catalyst is CO. (7) The reactants are [CH2:1]([C@H:8]([NH:19][C:20](=[O:43])[O:21][NH:22][C:23](=[O:42])[C@@H:24]([NH:29][C:30]([C:32]1[CH:41]=[CH:40][C:39]2[C:34](=[CH:35][CH:36]=[CH:37][CH:38]=2)[N:33]=1)=[O:31])[CH2:25][C:26]([NH2:28])=[O:27])[C@H:9]([OH:18])[CH2:10][NH:11][O:12][CH:13]1[CH2:17][CH2:16][CH2:15][CH2:14]1)[C:2]1[CH:7]=[CH:6][CH:5]=[CH:4][CH:3]=1.Cl[S:45]([C:48]1[CH:61]=[CH:60][C:51]2[NH:52][C:53]([NH:55][C:56](=[O:59])[O:57][CH3:58])=[N:54][C:50]=2[CH:49]=1)(=[O:47])=[O:46].C(N(C(C)C)CC)(C)C. The catalyst is O1CCCC1.CO. The product is [CH2:1]([C@H:8]([NH:19][C:20](=[O:43])[O:21][NH:22][C:23](=[O:42])[C@@H:24]([NH:29][C:30]([C:32]1[CH:41]=[CH:40][C:39]2[C:34](=[CH:35][CH:36]=[CH:37][CH:38]=2)[N:33]=1)=[O:31])[CH2:25][C:26]([NH2:28])=[O:27])[C@H:9]([OH:18])[CH2:10][N:11]([O:12][CH:13]1[CH2:14][CH2:15][CH2:16][CH2:17]1)[S:45]([C:48]1[CH:61]=[CH:60][C:51]2[NH:52][C:53]([NH:55][C:56]([O:57][CH3:58])=[O:59])=[N:54][C:50]=2[CH:49]=1)(=[O:47])=[O:46])[C:2]1[CH:7]=[CH:6][CH:5]=[CH:4][CH:3]=1. The yield is 0.170. (8) The reactants are [N+:1]([C:4]1[CH:5]=[C:6]2[C:10](=[CH:11][CH:12]=1)[NH:9][C:8]([C:13]1[CH:18]=[CH:17][CH:16]=[CH:15][CH:14]=1)=[CH:7]2)([O-])=O. The catalyst is CO.[Ni]. The product is [C:13]1([C:8]2[NH:9][C:10]3[C:6]([CH:7]=2)=[CH:5][C:4]([NH2:1])=[CH:12][CH:11]=3)[CH:14]=[CH:15][CH:16]=[CH:17][CH:18]=1. The yield is 0.770. (9) The reactants are [CH3:1][O:2][C:3]1[CH:4]=[C:5]2[C:10](=[CH:11][C:12]=1[O:13][CH3:14])[N:9]=[CH:8][CH:7]=[C:6]2[O:15][C:16]1[CH:22]=[CH:21][C:19]([NH2:20])=[CH:18][CH:17]=1.C1(C)C=CC=CC=1.C(N(CC)CC)C.ClC(Cl)(O[C:41](=[O:47])[O:42][C:43](Cl)(Cl)Cl)Cl.[CH3:49][O:50][C:51]1[CH:52]=[C:53]([CH:59]=[CH:60][CH:61]=1)[O:54][CH2:55][CH2:56]CO. The catalyst is C(Cl)Cl. The product is [CH3:1][O:2][C:3]1[CH:4]=[C:5]2[C:10](=[CH:11][C:12]=1[O:13][CH3:14])[N:9]=[CH:8][CH:7]=[C:6]2[O:15][C:16]1[CH:22]=[CH:21][C:19]([NH:20][C:41](=[O:47])[O:42][CH2:43][CH2:56][CH2:55][O:54][C:53]2[CH:59]=[CH:60][CH:61]=[C:51]([O:50][CH3:49])[CH:52]=2)=[CH:18][CH:17]=1. The yield is 0.540.